This data is from Forward reaction prediction with 1.9M reactions from USPTO patents (1976-2016). The task is: Predict the product of the given reaction. Given the reactants [C:1]([Br:5])(Br)(Br)[Br:2].C1(P(C2C=CC=CC=2)C2C=CC=CC=2)C=CC=CC=1.[CH2:25]([C:28]1[CH:33]=[CH:32][C:31]([CH:34]2[CH2:39][CH2:38][CH:37]([CH:40]3[CH2:45][CH2:44][CH:43]([CH:46]=O)[CH2:42][CH2:41]3)[CH2:36][CH2:35]2)=[CH:30][CH:29]=1)[CH2:26][CH3:27], predict the reaction product. The product is: [Br:2][C:1]([Br:5])=[CH:46][CH:43]1[CH2:42][CH2:41][CH:40]([CH:37]2[CH2:38][CH2:39][CH:34]([C:31]3[CH:30]=[CH:29][C:28]([CH2:25][CH2:26][CH3:27])=[CH:33][CH:32]=3)[CH2:35][CH2:36]2)[CH2:45][CH2:44]1.